This data is from Full USPTO retrosynthesis dataset with 1.9M reactions from patents (1976-2016). The task is: Predict the reactants needed to synthesize the given product. (1) Given the product [F:3][C:4]1[CH:12]=[C:11]([CH3:13])[C:10]([F:14])=[CH:9][C:5]=1[C:6]([O:2][CH3:1])=[O:7], predict the reactants needed to synthesize it. The reactants are: [CH3:1][OH:2].[F:3][C:4]1[CH:12]=[C:11]([CH3:13])[C:10]([F:14])=[CH:9][C:5]=1[C:6](Cl)=[O:7]. (2) Given the product [NH2:7][CH2:8][CH2:9][NH:10][C:11]1[C:20]2[C:15](=[CH:16][CH:17]=[CH:18][CH:19]=2)[N:14]=[C:13]([C:21]2[CH:26]=[CH:25][CH:24]=[CH:23][C:22]=2[OH:27])[CH:12]=1, predict the reactants needed to synthesize it. The reactants are: C(OC(=O)[NH:7][CH2:8][CH2:9][NH:10][C:11]1[C:20]2[C:15](=[CH:16][CH:17]=[CH:18][CH:19]=2)[N:14]=[C:13]([C:21]2[CH:26]=[CH:25][CH:24]=[CH:23][C:22]=2[OH:27])[CH:12]=1)(C)(C)C.